Dataset: Peptide-MHC class I binding affinity with 185,985 pairs from IEDB/IMGT. Task: Regression. Given a peptide amino acid sequence and an MHC pseudo amino acid sequence, predict their binding affinity value. This is MHC class I binding data. (1) The peptide sequence is IESNPLFPV. The MHC is HLA-B53:01 with pseudo-sequence HLA-B53:01. The binding affinity (normalized) is 0.213. (2) The peptide sequence is SAEVVTLWY. The MHC is HLA-A03:01 with pseudo-sequence HLA-A03:01. The binding affinity (normalized) is 0.0847. (3) The peptide sequence is YIFWIRTPR. The MHC is HLA-A69:01 with pseudo-sequence HLA-A69:01. The binding affinity (normalized) is 0.0847. (4) The peptide sequence is RRAARAEYL. The MHC is HLA-A11:01 with pseudo-sequence HLA-A11:01. The binding affinity (normalized) is 0. (5) The peptide sequence is TSIKPCVKLS. The MHC is Mamu-A02 with pseudo-sequence Mamu-A02. The binding affinity (normalized) is 0.396.